This data is from Catalyst prediction with 721,799 reactions and 888 catalyst types from USPTO. The task is: Predict which catalyst facilitates the given reaction. (1) Reactant: [C:1](Cl)(=O)[C:2]([Cl:4])=[O:3].CN(C)C=O.[Br:12][C:13]1[CH:14]=C[C:16]([Cl:22])=[C:17]([CH:21]=1)C(O)=O. Product: [Br:12][C:13]1[CH:21]=[CH:17][C:16]([Cl:22])=[C:1]([CH:14]=1)[C:2]([Cl:4])=[O:3]. The catalyst class is: 4. (2) Reactant: [Cl:1][C:2]1[C:7]([Cl:8])=[C:6]([S:9](=[O:18])(=[O:17])[NH:10][C@@H:11]([CH3:16])[C:12]([F:15])([F:14])[F:13])[CH:5]=[CH:4][C:3]=1[C:19]1[S:23][C:22]([C:24](OCC)=[O:25])=[N:21][C:20]=1[C:29]([N:31]1[CH2:36][CH2:35][CH2:34][CH2:33][C@@H:32]1[CH3:37])=[O:30].C[C@H]1CCCCN1.[BH4-].[Na+]. Product: [Cl:8][C:7]1[C:2]([Cl:1])=[C:3]([C:19]2[S:23][C:22]([CH2:24][OH:25])=[N:21][C:20]=2[C:29]([N:31]2[CH2:36][CH2:35][CH2:34][CH2:33][C@@H:32]2[CH3:37])=[O:30])[CH:4]=[CH:5][C:6]=1[S:9]([NH:10][C@@H:11]([CH3:16])[C:12]([F:13])([F:14])[F:15])(=[O:17])=[O:18]. The catalyst class is: 5. (3) Reactant: [CH3:1][C:2]1[CH:3]=[C:4]2[C:13](=[CH:14][C:15]=1[C:16](=[O:18])[CH3:17])[C:12]1[N:8]([CH:9]=[C:10]([C:19]3[N:23]([CH:24]([CH3:26])[CH3:25])[N:22]=[C:21]([CH3:27])[N:20]=3)[N:11]=1)[CH2:7][CH2:6][O:5]2.[BH4-].[Na+].O. Product: [CH3:1][C:2]1[CH:3]=[C:4]2[C:13](=[CH:14][C:15]=1[CH:16]([OH:18])[CH3:17])[C:12]1[N:8]([CH:9]=[C:10]([C:19]3[N:23]([CH:24]([CH3:26])[CH3:25])[N:22]=[C:21]([CH3:27])[N:20]=3)[N:11]=1)[CH2:7][CH2:6][O:5]2. The catalyst class is: 5. (4) Reactant: C(=O)([O-])[O-].[Cs+].[Cs+].[N:7]1[CH:12]=[CH:11][CH:10]=[CH:9][C:8]=1[C:13]1[CH:18]=[C:17]([C:19]([F:22])([F:21])[F:20])[CH:16]=[CH:15][C:14]=1[OH:23].[CH3:24][O:25][C:26](=[O:46])[CH2:27][CH2:28][C:29]1[CH:34]=[CH:33][C:32]([O:35][CH2:36][CH2:37][CH:38](OS(C)(=O)=O)[CH3:39])=[CH:31][C:30]=1[CH3:45]. Product: [CH3:24][O:25][C:26](=[O:46])[CH2:27][CH2:28][C:29]1[CH:34]=[CH:33][C:32]([O:35][CH2:36][CH2:37][CH:38]([O:23][C:14]2[CH:15]=[CH:16][C:17]([C:19]([F:21])([F:22])[F:20])=[CH:18][C:13]=2[C:8]2[CH:9]=[CH:10][CH:11]=[CH:12][N:7]=2)[CH3:39])=[CH:31][C:30]=1[CH3:45]. The catalyst class is: 3.